From a dataset of Reaction yield outcomes from USPTO patents with 853,638 reactions. Predict the reaction yield, written as a fraction of the theoretical maximum amount of product (1.0 means a 100% yield; for example, 0.34 means a 34% yield). (1) The reactants are Cl[CH2:2][C:3]1[N:4]=[C:5]([C:9]2[CH:14]=[CH:13][CH:12]=[CH:11][CH:10]=2)[O:6][C:7]=1[CH3:8].[OH:15][C:16]1[CH:21]=[CH:20][C:19]([CH2:22][C:23]([O:25][CH3:26])=[O:24])=[CH:18][CH:17]=1.C(=O)([O-])[O-].[K+].[K+].CN(C)C=O. The catalyst is C(OCC)(=O)C.CCCCCC.O. The product is [CH3:8][C:7]1[O:6][C:5]([C:9]2[CH:14]=[CH:13][CH:12]=[CH:11][CH:10]=2)=[N:4][C:3]=1[CH2:2][O:15][C:16]1[CH:17]=[CH:18][C:19]([CH2:22][C:23]([O:25][CH3:26])=[O:24])=[CH:20][CH:21]=1. The yield is 0.940. (2) The reactants are C([O:3][C:4]([C:6]1[C:7](=[O:40])[C:8]2[CH:13]=[N:12][C:11]([NH:14][C:15]3[CH:20]=[CH:19][C:18]([CH2:21][CH2:22][N:23]4[CH2:28][CH2:27][O:26][CH2:25][CH2:24]4)=[CH:17][CH:16]=3)=[N:10][C:9]=2[N:29]([C:31]2[CH:32]=[C:33]3[C:37](=[CH:38][CH:39]=2)[CH2:36][CH2:35][CH2:34]3)[CH:30]=1)=O)C.[CH3:41][NH2:42]. The catalyst is CO.C1COCC1. The product is [CH3:41][NH:42][C:4]([C:6]1[C:7](=[O:40])[C:8]2[CH:13]=[N:12][C:11]([NH:14][C:15]3[CH:20]=[CH:19][C:18]([CH2:21][CH2:22][N:23]4[CH2:24][CH2:25][O:26][CH2:27][CH2:28]4)=[CH:17][CH:16]=3)=[N:10][C:9]=2[N:29]([C:31]2[CH:32]=[C:33]3[C:37](=[CH:38][CH:39]=2)[CH2:36][CH2:35][CH2:34]3)[CH:30]=1)=[O:3]. The yield is 0.870. (3) The reactants are [C:1]([OH:7])([C:3]([F:6])([F:5])[F:4])=[O:2].O1CCCCC1[N:14]1[C:22]2[C:17](=[CH:18][C:19]([C:23]3([C:26]([F:29])([F:28])[F:27])[CH2:25][CH2:24]3)=[CH:20][CH:21]=2)[C:16]([C:30]2[N:35]=[C:34]([O:36][C@H:37]3[CH2:44][N:43](C(OC(C)(C)C)=O)[CH2:42][CH2:41][C:38]43[CH2:40][CH2:39]4)[CH:33]=[N:32][CH:31]=2)=[N:15]1. The catalyst is C(Cl)Cl. The product is [F:4][C:3]([F:6])([F:5])[C:1]([OH:7])=[O:2].[F:4][C:3]([F:6])([F:5])[C:1]([OH:7])=[O:2].[F:4][C:3]([F:6])([F:5])[C:1]([OH:7])=[O:2].[CH2:39]1[C:38]2([CH2:41][CH2:42][NH:43][CH2:44][C@@H:37]2[O:36][C:34]2[N:35]=[C:30]([C:16]3[C:17]4[C:22](=[CH:21][CH:20]=[C:19]([C:23]5([C:26]([F:27])([F:28])[F:29])[CH2:25][CH2:24]5)[CH:18]=4)[NH:14][N:15]=3)[CH:31]=[N:32][CH:33]=2)[CH2:40]1. The yield is 0.380. (4) The reactants are [Cl:1][C:2]1[CH:7]=[CH:6][C:5]([CH:8]2[CH2:13][CH2:12][CH:11]([NH:14]C(=O)OC(C)(C)C)[CH2:10][CH2:9]2)=[CH:4][CH:3]=1.FC(F)(F)C(O)=O. The catalyst is ClCCl. The product is [Cl:1][C:2]1[CH:3]=[CH:4][C:5]([CH:8]2[CH2:13][CH2:12][CH:11]([NH2:14])[CH2:10][CH2:9]2)=[CH:6][CH:7]=1. The yield is 0.721. (5) The reactants are [NH2:1][C:2]1[N:7]=[CH:6][C:5]([O:8][C:9]2[C:18]3[CH2:17][N:16]([CH2:19][C:20]4[CH:25]=[CH:24][C:23]([O:26][CH3:27])=[CH:22][CH:21]=4)[C:15](=[O:28])[NH:14][C:13]=3[N:12]=[CH:11][CH:10]=2)=[CH:4][CH:3]=1.[F:29][C:30]1[CH:35]=[CH:34][C:33]([C:36]2[C:37](=[O:45])[C:38]([C:42](O)=[O:43])=[CH:39][NH:40][CH:41]=2)=[CH:32][CH:31]=1.C(N(CC)C(C)C)(C)C. The catalyst is CN(C=O)C. The product is [CH3:27][O:26][C:23]1[CH:24]=[CH:25][C:20]([CH2:19][N:16]2[CH2:17][C:18]3[C:9]([O:8][C:5]4[CH:4]=[CH:3][C:2]([NH:1][C:42]([C:38]5[C:37](=[O:45])[C:36]([C:33]6[CH:34]=[CH:35][C:30]([F:29])=[CH:31][CH:32]=6)=[CH:41][NH:40][CH:39]=5)=[O:43])=[N:7][CH:6]=4)=[CH:10][CH:11]=[N:12][C:13]=3[NH:14][C:15]2=[O:28])=[CH:21][CH:22]=1. The yield is 0.260.